This data is from Catalyst prediction with 721,799 reactions and 888 catalyst types from USPTO. The task is: Predict which catalyst facilitates the given reaction. (1) Reactant: [O:1]=[C:2]1[CH2:11][CH2:10][C@@H:9]2[C@@H:4]([CH2:5][C@@H:6]([C:16]([OH:18])=[O:17])[N:7]([C:12]([O:14][CH3:15])=[O:13])[CH2:8]2)[CH2:3]1.CCC(C)[BH-](C(C)CC)C(C)CC.[Li+]. Product: [OH:1][C@H:2]1[CH2:11][CH2:10][C@@H:9]2[C@@H:4]([CH2:5][C@@H:6]([C:16]([OH:18])=[O:17])[N:7]([C:12]([O:14][CH3:15])=[O:13])[CH2:8]2)[CH2:3]1. The catalyst class is: 7. (2) Reactant: [OH-].[K+].[OH:3][CH2:4][CH2:5][CH2:6][OH:7].S(O[CH:19]([CH2:21][O:22][C:23]([CH3:26])([CH3:25])[CH3:24])[CH3:20])(C1C=CC(C)=CC=1)(=O)=O.Cl. Product: [OH:3][CH2:4][CH2:5][CH2:6][O:7][CH:19]([CH2:21][O:22][C:23]([CH3:26])([CH3:25])[CH3:24])[CH3:20]. The catalyst class is: 12. (3) Reactant: [Cl:1][C:2]1[CH:7]=[CH:6][C:5]([S:8]([CH:11]2[CH2:16][CH2:15][NH:14][CH2:13][CH2:12]2)(=[O:10])=[O:9])=[CH:4][CH:3]=1.Cl[C:18]1[C:27]2[C:22](=[CH:23][CH:24]=[CH:25][CH:26]=2)[CH:21]=[CH:20][N:19]=1.CCN(C(C)C)C(C)C. Product: [Cl:1][C:2]1[CH:3]=[CH:4][C:5]([S:8]([CH:11]2[CH2:16][CH2:15][N:14]([C:18]3[C:27]4[C:22](=[CH:23][CH:24]=[CH:25][CH:26]=4)[CH:21]=[CH:20][N:19]=3)[CH2:13][CH2:12]2)(=[O:9])=[O:10])=[CH:6][CH:7]=1. The catalyst class is: 12. (4) Reactant: [OH:1][C:2]1[CH:3]=[C:4]2[C:9](=[CH:10][CH:11]=1)[CH:8]=[C:7]([C:12]([O:14][CH3:15])=[O:13])[CH:6]=[CH:5]2.C1N2CCN(CC2)C1.[CH3:24][N:25]([CH3:29])[C:26](Cl)=[S:27]. Product: [CH3:24][N:25]([CH3:29])[C:26]([O:1][C:2]1[CH:3]=[C:4]2[C:9](=[CH:10][CH:11]=1)[CH:8]=[C:7]([C:12]([O:14][CH3:15])=[O:13])[CH:6]=[CH:5]2)=[S:27]. The catalyst class is: 3. (5) The catalyst class is: 5. Reactant: [OH:1][S:2]([OH:5])(=[O:4])=[O:3].[Cl:6][C:7]1[CH:12]=[C:11]([Cl:13])[C:10]([F:14])=[CH:9][C:8]=1[C:15]1[O:16][C:17]2[C:22]([C:23](=[O:25])[CH:24]=1)=[C:21]([OH:26])[CH:20]=[C:19]([OH:27])[C:18]=2[C@@H:28]1[CH2:32][CH2:31][N:30]([CH3:33])[C@H:29]1[CH2:34][OH:35]. Product: [S:2]([OH:5])([OH:4])(=[O:3])=[O:1].[Cl:6][C:7]1[CH:12]=[C:11]([Cl:13])[C:10]([F:14])=[CH:9][C:8]=1[C:15]1[O:16][C:17]2[C:22]([C:23](=[O:25])[CH:24]=1)=[C:21]([OH:26])[CH:20]=[C:19]([OH:27])[C:18]=2[C@@H:28]1[CH2:32][CH2:31][N:30]([CH3:33])[C@H:29]1[CH2:34][OH:35].